This data is from NCI-60 drug combinations with 297,098 pairs across 59 cell lines. The task is: Regression. Given two drug SMILES strings and cell line genomic features, predict the synergy score measuring deviation from expected non-interaction effect. (1) Drug 1: CCC1=CC2CC(C3=C(CN(C2)C1)C4=CC=CC=C4N3)(C5=C(C=C6C(=C5)C78CCN9C7C(C=CC9)(C(C(C8N6C)(C(=O)OC)O)OC(=O)C)CC)OC)C(=O)OC.C(C(C(=O)O)O)(C(=O)O)O. Drug 2: CCC1(C2=C(COC1=O)C(=O)N3CC4=CC5=C(C=CC(=C5CN(C)C)O)N=C4C3=C2)O.Cl. Cell line: HS 578T. Synergy scores: CSS=50.5, Synergy_ZIP=-2.93, Synergy_Bliss=-4.87, Synergy_Loewe=-7.90, Synergy_HSA=-4.25. (2) Synergy scores: CSS=32.9, Synergy_ZIP=0.583, Synergy_Bliss=1.85, Synergy_Loewe=-5.05, Synergy_HSA=2.84. Drug 1: CC1C(C(CC(O1)OC2CC(OC(C2O)C)OC3=CC4=CC5=C(C(=O)C(C(C5)C(C(=O)C(C(C)O)O)OC)OC6CC(C(C(O6)C)O)OC7CC(C(C(O7)C)O)OC8CC(C(C(O8)C)O)(C)O)C(=C4C(=C3C)O)O)O)O. Drug 2: CC1C(C(CC(O1)OC2CC(CC3=C2C(=C4C(=C3O)C(=O)C5=C(C4=O)C(=CC=C5)OC)O)(C(=O)CO)O)N)O.Cl. Cell line: ACHN. (3) Drug 1: C1=NC2=C(N1)C(=S)N=C(N2)N. Drug 2: C1C(C(OC1N2C=NC(=NC2=O)N)CO)O. Cell line: RXF 393. Synergy scores: CSS=15.8, Synergy_ZIP=-8.93, Synergy_Bliss=-8.74, Synergy_Loewe=-7.24, Synergy_HSA=-6.58.